Dataset: NCI-60 drug combinations with 297,098 pairs across 59 cell lines. Task: Regression. Given two drug SMILES strings and cell line genomic features, predict the synergy score measuring deviation from expected non-interaction effect. (1) Drug 1: C1=C(C(=O)NC(=O)N1)N(CCCl)CCCl. Drug 2: C1=CC=C(C=C1)NC(=O)CCCCCCC(=O)NO. Cell line: U251. Synergy scores: CSS=36.7, Synergy_ZIP=0.669, Synergy_Bliss=-0.323, Synergy_Loewe=0.495, Synergy_HSA=2.16. (2) Drug 1: CC1C(C(CC(O1)OC2CC(CC3=C2C(=C4C(=C3O)C(=O)C5=C(C4=O)C(=CC=C5)OC)O)(C(=O)C)O)N)O.Cl. Drug 2: C1=CC(=CC=C1C#N)C(C2=CC=C(C=C2)C#N)N3C=NC=N3. Cell line: SF-268. Synergy scores: CSS=13.5, Synergy_ZIP=-2.85, Synergy_Bliss=1.86, Synergy_Loewe=-21.8, Synergy_HSA=-0.892. (3) Drug 1: CC1=CC=C(C=C1)C2=CC(=NN2C3=CC=C(C=C3)S(=O)(=O)N)C(F)(F)F. Drug 2: CN1C2=C(C=C(C=C2)N(CCCl)CCCl)N=C1CCCC(=O)O.Cl. Cell line: MDA-MB-231. Synergy scores: CSS=-4.02, Synergy_ZIP=2.13, Synergy_Bliss=0.0271, Synergy_Loewe=-0.932, Synergy_HSA=-3.45.